From a dataset of Reaction yield outcomes from USPTO patents with 853,638 reactions. Predict the reaction yield, written as a fraction of the theoretical maximum amount of product (1.0 means a 100% yield; for example, 0.34 means a 34% yield). (1) The yield is 0.450. The reactants are [Cl:1][C:2]1[N:10]=[C:9]2[C:5]([N:6]=[C:7]([CH2:12][CH:13]=O)[N:8]2[CH3:11])=[C:4]([N:15]2[CH2:20][CH2:19][O:18][CH2:17][CH2:16]2)[N:3]=1.[CH3:21][C:22]1([OH:26])[CH2:25][NH:24][CH2:23]1.C(O[BH-](OC(=O)C)OC(=O)C)(=O)C.[Na+]. The product is [Cl:1][C:2]1[N:10]=[C:9]2[C:5]([N:6]=[C:7]([CH2:12][CH2:13][N:24]3[CH2:25][C:22]([CH3:21])([OH:26])[CH2:23]3)[N:8]2[CH3:11])=[C:4]([N:15]2[CH2:20][CH2:19][O:18][CH2:17][CH2:16]2)[N:3]=1. The catalyst is ClCCCl. (2) The reactants are [NH2:1][C:2]1[N:10]=[CH:9][N:8]=[C:7]2[C:3]=1[N:4]=[CH:5][N:6]2[C@H:11]1[C@@H:15]2[O:16]C(C)(C)[O:18][C@@H:14]2[C@@H:13]([CH2:21][N:22]([CH:40]([CH3:42])[CH3:41])[CH2:23][CH2:24][CH2:25][CH2:26][C:27]([NH:29][C:30]2[CH:35]=[CH:34][C:33]([C:36]([CH3:39])([CH3:38])[CH3:37])=[CH:32][CH:31]=2)=[O:28])[O:12]1.C([O-])([O-])=O.[K+].[K+].O. The product is [NH2:1][C:2]1[N:10]=[CH:9][N:8]=[C:7]2[C:3]=1[N:4]=[CH:5][N:6]2[C@@H:11]1[O:12][C@H:13]([CH2:21][N:22]([CH:40]([CH3:41])[CH3:42])[CH2:23][CH2:24][CH2:25][CH2:26][C:27]([NH:29][C:30]2[CH:31]=[CH:32][C:33]([C:36]([CH3:39])([CH3:38])[CH3:37])=[CH:34][CH:35]=2)=[O:28])[C@@H:14]([OH:18])[C@H:15]1[OH:16]. The catalyst is C(O)(C(F)(F)F)=O. The yield is 0.330. (3) The reactants are [CH3:1][N:2]1[C:11](=[O:12])[C:10]2[C:5](=[C:6]([N:13]3[C:19](=[O:20])[C:18]4[CH:21]=[N:22][C:23](SC)=[N:24][C:17]=4[N:16]4[CH2:27][CH2:28][CH2:29][C@H:15]4[CH2:14]3)[CH:7]=[CH:8][CH:9]=2)[N:4]=[CH:3]1.C1C=C(Cl)C=C(C(OO)=O)C=1.C(Cl)(Cl)Cl.[CH3:45][NH2:46].C1COCC1. The catalyst is ClCCl. The product is [CH3:1][N:2]1[C:11](=[O:12])[C:10]2[C:5](=[C:6]([N:13]3[C:19](=[O:20])[C:18]4[CH:21]=[N:22][C:23]([NH:46][CH3:45])=[N:24][C:17]=4[N:16]4[CH2:27][CH2:28][CH2:29][C@H:15]4[CH2:14]3)[CH:7]=[CH:8][CH:9]=2)[N:4]=[CH:3]1. The yield is 0.850. (4) The reactants are [OH:1][NH2:2].C([O:5][C:6](=O)[CH2:7][CH2:8][CH2:9][CH2:10][CH2:11][CH2:12][N:13]([C:20]1[CH:25]=[C:24]([O:26][CH2:27][CH3:28])[CH:23]=[CH:22][N:21]=1)[C:14]1[CH:19]=[CH:18][CH:17]=[CH:16][N:15]=1)C. The catalyst is CN(C=O)C.CO. The product is [OH:1][NH:2][C:6](=[O:5])[CH2:7][CH2:8][CH2:9][CH2:10][CH2:11][CH2:12][N:13]([C:20]1[CH:25]=[C:24]([O:26][CH2:27][CH3:28])[CH:23]=[CH:22][N:21]=1)[C:14]1[CH:19]=[CH:18][CH:17]=[CH:16][N:15]=1. The yield is 0.750. (5) The reactants are [Cl:1][C:2]1[CH:7]=[CH:6][C:5]([C:8]2[CH:13]=[N:12][N:11]3[C:14](=[O:17])[NH:15][N:16]=[C:10]3[C:9]=2[C:18]2[CH:23]=[CH:22][C:21]([Cl:24])=[CH:20][CH:19]=2)=[CH:4][CH:3]=1.C([O-])([O-])=O.[Cs+].[Cs+].Cl.Cl[CH2:33][CH2:34][N:35]1[CH2:40][CH2:39][O:38][CH2:37][CH2:36]1. The catalyst is CN(C=O)C.O. The product is [Cl:1][C:2]1[CH:7]=[CH:6][C:5]([C:8]2[CH:13]=[N:12][N:11]3[C:14](=[O:17])[N:15]([CH2:33][CH2:34][N:35]4[CH2:40][CH2:39][O:38][CH2:37][CH2:36]4)[N:16]=[C:10]3[C:9]=2[C:18]2[CH:23]=[CH:22][C:21]([Cl:24])=[CH:20][CH:19]=2)=[CH:4][CH:3]=1. The yield is 0.670. (6) The yield is 0.730. The reactants are [NH2:1][C:2]1[CH:7]=[CH:6][C:5]([C:8]2[CH:13]=[CH:12][CH:11]=[CH:10][CH:9]=2)=[CH:4][CH:3]=1.Br[C:15]1[CH:20]=[CH:19][C:18]([C:21]2[CH:26]=[CH:25][CH:24]=[C:23]([C:27]3[CH:32]=[CH:31][CH:30]=[CH:29][CH:28]=3)[CH:22]=2)=[CH:17][CH:16]=1.CC(C)([O-])C.[Na+]. The catalyst is C1(C)C=CC=CC=1.[Pd].[Pd].C(=CC(C=CC1C=CC=CC=1)=O)C1C=CC=CC=1.C(=CC(C=CC1C=CC=CC=1)=O)C1C=CC=CC=1.C(=CC(C=CC1C=CC=CC=1)=O)C1C=CC=CC=1.C(P(C(C)(C)C)C(C)(C)C)(C)(C)C. The product is [C:5]1([C:8]2[CH:13]=[CH:12][CH:11]=[CH:10][CH:9]=2)[CH:4]=[CH:3][C:2]([NH:1][C:30]2[CH:29]=[CH:28][C:27]([C:23]3[CH:24]=[CH:25][CH:26]=[C:21]([C:18]4[CH:19]=[CH:20][CH:15]=[CH:16][CH:17]=4)[CH:22]=3)=[CH:32][CH:31]=2)=[CH:7][CH:6]=1.